Dataset: Peptide-MHC class I binding affinity with 185,985 pairs from IEDB/IMGT. Task: Regression. Given a peptide amino acid sequence and an MHC pseudo amino acid sequence, predict their binding affinity value. This is MHC class I binding data. The peptide sequence is KRKRITVLDI. The MHC is Mamu-B03 with pseudo-sequence Mamu-B03. The binding affinity (normalized) is 0.630.